From a dataset of Full USPTO retrosynthesis dataset with 1.9M reactions from patents (1976-2016). Predict the reactants needed to synthesize the given product. (1) The reactants are: [CH:1]1([C:7]2[C:8]3[CH:34]=[CH:33][C:32]([C:35]([O:37][CH3:38])=[O:36])=[CH:31][C:9]=3[N:10]3[C:16]=2[C:15]2[CH:17]=[CH:18][CH:19]=[C:20]([O:21][CH2:22][C:23](=O)[N:24]4[CH2:29][CH2:28][CH2:27][CH2:26][CH2:25]4)[C:14]=2[O:13][CH2:12][CH2:11]3)[CH2:6][CH2:5][CH2:4][CH2:3][CH2:2]1.Cl.[OH-].[Na+].C(=O)([O-])O.[Na+]. Given the product [CH:1]1([C:7]2[C:8]3[CH:34]=[CH:33][C:32]([C:35]([O:37][CH3:38])=[O:36])=[CH:31][C:9]=3[N:10]3[C:16]=2[C:15]2[CH:17]=[CH:18][CH:19]=[C:20]([O:21][CH2:22][CH2:23][N:24]4[CH2:29][CH2:28][CH2:27][CH2:26][CH2:25]4)[C:14]=2[O:13][CH2:12][CH2:11]3)[CH2:2][CH2:3][CH2:4][CH2:5][CH2:6]1, predict the reactants needed to synthesize it. (2) Given the product [F:40][C:37]1[CH:38]=[CH:39][C:34]([O:23][C:20]2[CH:19]=[CH:18][C:17]([C:16]3[C:11]([NH2:10])=[N:12][CH:13]=[C:14]([CH3:24])[CH:15]=3)=[CH:22][CH:21]=2)=[CH:35][C:36]=1[O:41][CH3:42], predict the reactants needed to synthesize it. The reactants are: N1C=CC=CC=1C(O)=O.[NH2:10][C:11]1[C:16]([C:17]2[CH:22]=[CH:21][C:20]([OH:23])=[CH:19][CH:18]=2)=[CH:15][C:14]([CH3:24])=[CH:13][N:12]=1.P([O-])([O-])([O-])=O.[K+].[K+].[K+].Br[C:34]1[CH:39]=[CH:38][C:37]([F:40])=[C:36]([O:41][CH3:42])[CH:35]=1. (3) Given the product [OH:8][C:9]1[C:10]([O:15][CH2:16][CH:17]2[CH:21]3[O:22][C:23]([CH3:26])([CH3:25])[O:24][CH:20]3[CH:19]([N:27]3[CH:35]=[N:34][C:33]4[C:28]3=[N:29][CH:30]=[N:31][C:32]=4[NH:36][C:37]([NH:39][C:40]3[CH:45]=[CH:44][CH:43]=[CH:42][CH:41]=3)=[O:38])[O:18]2)=[N:11][CH:12]=[CH:13][CH:14]=1, predict the reactants needed to synthesize it. The reactants are: C([O:8][C:9]1[C:10]([O:15][CH2:16][CH:17]2[CH:21]3[O:22][C:23]([CH3:26])([CH3:25])[O:24][CH:20]3[CH:19]([N:27]3[CH:35]=[N:34][C:33]4[C:28]3=[N:29][CH:30]=[N:31][C:32]=4[NH:36][C:37]([NH:39][C:40]3[CH:45]=[CH:44][CH:43]=[CH:42][CH:41]=3)=[O:38])[O:18]2)=[N:11][CH:12]=[CH:13][CH:14]=1)C1C=CC=CC=1. (4) Given the product [CH3:1][O:2][C:3]1[CH:4]=[CH:5][C:6]2[O:10][CH:9]=[C:8]([CH2:11][CH2:12][N:31]3[CH2:32][CH2:33][N:28]([C:26]4[CH:27]=[C:18]([CH:15]([CH3:17])[CH3:16])[CH:19]=[C:20]5[C:25]=4[N:24]=[CH:23][CH:22]=[CH:21]5)[CH2:29][CH2:30]3)[C:7]=2[CH:14]=1, predict the reactants needed to synthesize it. The reactants are: [CH3:1][O:2][C:3]1[CH:4]=[CH:5][C:6]2[O:10][CH:9]=[C:8]([CH2:11][CH2:12]I)[C:7]=2[CH:14]=1.[CH:15]([C:18]1[CH:19]=[C:20]2[C:25](=[C:26]([N:28]3[CH2:33][CH2:32][NH:31][CH2:30][CH2:29]3)[CH:27]=1)[N:24]=[CH:23][CH:22]=[CH:21]2)([CH3:17])[CH3:16]. (5) Given the product [ClH:1].[ClH:25].[C@H:28]1([CH2:38][N:39]2[CH2:44][CH2:43][CH:42]([NH:45][C:21]([C:15]3[NH:16][C:17]4[C:13]([CH:14]=3)=[C:12]([O:11][CH2:10][C:7]3[C:6]5[CH:24]=[C:2]([Cl:1])[CH:3]=[CH:4][C:5]=5[O:9][CH:8]=3)[CH:20]=[CH:19][CH:18]=4)=[O:23])[CH2:41][CH2:40]2)[C@@H:37]2[N:32]([CH2:33][CH2:34][CH2:35][CH2:36]2)[CH2:31][CH2:30][CH2:29]1, predict the reactants needed to synthesize it. The reactants are: [Cl:1][C:2]1[CH:3]=[CH:4][C:5]2[O:9][CH:8]=[C:7]([CH2:10][O:11][C:12]3[CH:20]=[CH:19][CH:18]=[C:17]4[C:13]=3[CH:14]=[C:15]([C:21]([OH:23])=O)[NH:16]4)[C:6]=2[CH:24]=1.[ClH:25].Cl.Cl.[C@H:28]1([CH2:38][N:39]2[CH2:44][CH2:43][CH:42]([NH2:45])[CH2:41][CH2:40]2)[C@@H:37]2[N:32]([CH2:33][CH2:34][CH2:35][CH2:36]2)[CH2:31][CH2:30][CH2:29]1. (6) Given the product [Cl:11][C:4]1[CH:3]=[C:2]([B:15]2[O:16][C:17]([CH3:19])([CH3:18])[C:13]([CH3:29])([CH3:12])[O:14]2)[C:10]2[N:9]=[CH:8][NH:7][C:6]=2[CH:5]=1, predict the reactants needed to synthesize it. The reactants are: Br[C:2]1[C:10]2[N:9]=[CH:8][NH:7][C:6]=2[CH:5]=[C:4]([Cl:11])[CH:3]=1.[CH3:12][C:13]1([CH3:29])[C:17]([CH3:19])([CH3:18])[O:16][B:15]([B:15]2[O:16][C:17]([CH3:19])([CH3:18])[C:13]([CH3:29])([CH3:12])[O:14]2)[O:14]1.CC([O-])=O.[K+]. (7) Given the product [F:8][C:6]1[CH:5]=[C:4]([CH2:9][C:10]([NH:12][C@H:13]([C:15]([CH:25]2[CH2:24][O:23][C:21](=[O:22])[CH:20]2[NH2:19])=[O:17])[CH3:14])=[O:11])[CH:3]=[C:2]([F:1])[CH:7]=1, predict the reactants needed to synthesize it. The reactants are: [F:1][C:2]1[CH:3]=[C:4]([CH2:9][C:10]([NH:12][C@H:13]([C:15]([OH:17])=O)[CH3:14])=[O:11])[CH:5]=[C:6]([F:8])[CH:7]=1.Br.[NH2:19][CH:20]1[CH2:25][CH2:24][O:23][C:21]1=[O:22]. (8) Given the product [CH3:1][N:2]([CH2:4][CH2:5][C@H:6]([O:12][C:13]1[C:22]2[C:17](=[CH:18][CH:19]=[CH:20][CH:21]=2)[CH:16]=[CH:15][CH:14]=1)[C:7]1[S:8][CH:9]=[CH:10][CH:11]=1)[CH3:3].[C:23]([C@H:26]([C@@H:28]([C:30]([O-:32])=[O:31])[OH:29])[OH:27])([O-:25])=[O:24], predict the reactants needed to synthesize it. The reactants are: [CH3:1][N:2]([CH2:4][CH2:5][CH:6]([O:12][C:13]1[C:22]2[C:17](=[CH:18][CH:19]=[CH:20][CH:21]=2)[CH:16]=[CH:15][CH:14]=1)[C:7]1[S:8][CH:9]=[CH:10][CH:11]=1)[CH3:3].[C:23]([C@H:26]([C@@H:28]([C:30]([O-:32])=[O:31])[OH:29])[OH:27])([O-:25])=[O:24].C(O)(=O)C(C(C(O)=O)O)O.C(C(C(C([O-])=O)O)O)([O-])=O.[NH4+].[NH4+]. (9) Given the product [Br:5][C:6]1[CH:11]=[CH:10][C:9]([C:12]2([CH2:16][CH2:17][CH2:18][CH3:19])[CH2:15][CH2:14][CH2:13]2)=[CH:8][CH:7]=1, predict the reactants needed to synthesize it. The reactants are: C(O)CO.[Br:5][C:6]1[CH:11]=[CH:10][C:9]([C:12]2([C:16](=O)[CH2:17][CH2:18][CH3:19])[CH2:15][CH2:14][CH2:13]2)=[CH:8][CH:7]=1.O.NN.[OH-].[K+]. (10) The reactants are: Br[C:2]1[N:10]([CH2:11][CH:12]=[C:13]([CH3:15])[CH3:14])[C:9]2[C:8](=[O:16])[NH:7][C:6](=[O:17])[N:5]([CH3:18])[C:4]=2[N:3]=1.Cl.[NH2:20][CH2:21][C:22]([CH3:25])([SH:24])[CH3:23].C(=O)([O-])[O-].[Cs+].[Cs+]. Given the product [NH2:20][CH2:21][C:22]([S:24][C:2]1[N:10]([CH2:11][CH:12]=[C:13]([CH3:15])[CH3:14])[C:9]2[C:8](=[O:16])[NH:7][C:6](=[O:17])[N:5]([CH3:18])[C:4]=2[N:3]=1)([CH3:25])[CH3:23], predict the reactants needed to synthesize it.